Dataset: Forward reaction prediction with 1.9M reactions from USPTO patents (1976-2016). Task: Predict the product of the given reaction. (1) The product is: [CH3:23][N:20]1[CH2:21][CH2:22][CH:17]([CH2:16][C:12]2[CH:11]=[C:10]([C:6]3[CH:7]=[CH:8][CH:9]=[C:4]([CH2:3][NH2:2])[CH:5]=3)[CH:15]=[CH:14][CH:13]=2)[CH2:18][CH2:19]1. Given the reactants Cl.[NH2:2][CH2:3][C:4]1[CH:5]=[C:6]([C:10]2[CH:15]=[CH:14][CH:13]=[C:12]([CH2:16][CH:17]3[CH2:22][CH2:21][N:20]([C:23](OC(C)(C)C)=O)[CH2:19][CH2:18]3)[CH:11]=2)[CH:7]=[CH:8][CH:9]=1.[H-].[H-].[H-].[H-].[Li+].[Al+3], predict the reaction product. (2) Given the reactants [N:1]([C:4]12[CH2:13][CH:8]3[CH2:9][CH:10]([CH2:12][CH:6]([CH2:7]3)[CH2:5]1)[CH2:11]2)=[C:2]=[O:3].Cl.[CH3:15][N:16]1[CH2:21][CH2:20][N:19]([C:22]2[CH:27]=[C:26]([C:28]3[CH:37]=[C:36]4[C:31]([CH2:32][CH2:33][NH:34][CH2:35]4)=[CH:30][CH:29]=3)[N:25]=[C:24]([NH2:38])[N:23]=2)[CH2:18][CH2:17]1, predict the reaction product. The product is: [C:4]12([NH:1][C:2]([N:34]3[CH2:33][CH2:32][C:31]4[C:36](=[CH:37][C:28]([C:26]5[CH:27]=[C:22]([N:19]6[CH2:18][CH2:17][N:16]([CH3:15])[CH2:21][CH2:20]6)[N:23]=[C:24]([NH2:38])[N:25]=5)=[CH:29][CH:30]=4)[CH2:35]3)=[O:3])[CH2:13][CH:8]3[CH2:7][CH:6]([CH2:12][CH:10]([CH2:9]3)[CH2:11]1)[CH2:5]2.